Dataset: Catalyst prediction with 721,799 reactions and 888 catalyst types from USPTO. Task: Predict which catalyst facilitates the given reaction. Reactant: [CH3:1][C:2]1[C:7]([C:8]2[C:9]([CH3:29])=[C:10]([CH:26]=[CH:27][CH:28]=2)[CH2:11][NH:12][C:13]2[CH:25]=[CH:24][C:16]3[C@H:17]([CH2:20][C:21]([OH:23])=[O:22])[CH2:18][O:19][C:15]=3[CH:14]=2)=[C:6]([CH3:30])[N:5]=[C:4]([N:31]2[CH2:36][CH2:35][O:34][CH2:33][CH2:32]2)[N:3]=1.[NH2:37][C:38]([CH2:43][OH:44])([CH2:41][OH:42])[CH2:39][OH:40]. Product: [CH3:30][C:6]1[C:7]([C:8]2[C:9]([CH3:29])=[C:10]([CH:26]=[CH:27][CH:28]=2)[CH2:11][NH:12][C:13]2[CH:25]=[CH:24][C:16]3[C@H:17]([CH2:20][C:21]([O-:23])=[O:22])[CH2:18][O:19][C:15]=3[CH:14]=2)=[C:2]([CH3:1])[N:3]=[C:4]([N:31]2[CH2:36][CH2:35][O:34][CH2:33][CH2:32]2)[N:5]=1.[OH:40][CH2:39][C:38]([CH2:43][OH:44])([NH3+:37])[CH2:41][OH:42]. The catalyst class is: 5.